From a dataset of Catalyst prediction with 721,799 reactions and 888 catalyst types from USPTO. Predict which catalyst facilitates the given reaction. (1) Reactant: C(O[BH-](OC(=O)C)OC(=O)C)(=O)C.[Na+].[CH2:15]([NH:22][CH2:23][CH2:24][C:25]1[CH:40]=[CH:39][C:28]([O:29][C:30]2[CH:38]=[CH:37][C:33]([C:34]([NH2:36])=[O:35])=[CH:32][N:31]=2)=[CH:27][CH:26]=1)[C:16]1[CH:21]=[CH:20][CH:19]=[CH:18][CH:17]=1.[CH:41](=O)[C:42]1[CH:47]=[CH:46][CH:45]=[CH:44][CH:43]=1.C(O)(=O)C.[OH-].[Na+]. Product: [CH2:15]([N:22]([CH2:41][C:42]1[CH:47]=[CH:46][CH:45]=[CH:44][CH:43]=1)[CH2:23][CH2:24][C:25]1[CH:40]=[CH:39][C:28]([O:29][C:30]2[CH:38]=[CH:37][C:33]([C:34]([NH2:36])=[O:35])=[CH:32][N:31]=2)=[CH:27][CH:26]=1)[C:16]1[CH:17]=[CH:18][CH:19]=[CH:20][CH:21]=1. The catalyst class is: 26. (2) Reactant: B(F)(F)F.CCOCC.[CH3:10][O:11][C:12](=[O:35])[C@H:13]1[O:22][C@@H:17](OC(=O)C)[C@H:16]([O:23][C:24](=[O:26])[CH3:25])[C@@H:15]([O:27][C:28](=[O:30])[CH3:29])[C@@H:14]1[O:31][C:32](=[O:34])[CH3:33].[Cl:36][C:37]([Cl:41])([Cl:40])[CH2:38][OH:39]. Product: [CH3:10][O:11][C:12](=[O:35])[C@H:13]1[O:22][C@H:17]([O:39][CH2:38][C:37]([Cl:41])([Cl:40])[Cl:36])[C@H:16]([O:23][C:24](=[O:26])[CH3:25])[C@@H:15]([O:27][C:28](=[O:30])[CH3:29])[C@@H:14]1[O:31][C:32](=[O:34])[CH3:33]. The catalyst class is: 4.